This data is from Reaction yield outcomes from USPTO patents with 853,638 reactions. The task is: Predict the reaction yield, written as a fraction of the theoretical maximum amount of product (1.0 means a 100% yield; for example, 0.34 means a 34% yield). (1) The reactants are [CH2:1]([NH2:9])[CH2:2][CH2:3][CH2:4][CH2:5][CH2:6][CH2:7][CH3:8].C(N(CC)CC)C.[NH:17]([C:36]([O:38][C:39]([CH3:42])([CH3:41])[CH3:40])=[O:37])[C@H:18]([C:26](ON1C(=O)CCC1=O)=[O:27])[CH2:19][C:20]1[CH:25]=[CH:24][CH:23]=[CH:22][CH:21]=1. The catalyst is C(OCC)(=O)C. The product is [CH2:1]([NH:9][C:26](=[O:27])[C@H:18]([CH2:19][C:20]1[CH:25]=[CH:24][CH:23]=[CH:22][CH:21]=1)[NH:17][C:36]([O:38][C:39]([CH3:42])([CH3:40])[CH3:41])=[O:37])[CH2:2][CH2:3][CH2:4][CH2:5][CH2:6][CH2:7][CH3:8]. The yield is 0.960. (2) The reactants are [C:1]1([N:7]2[C:11]([NH2:12])=[CH:10][C:9]([C:13]([CH3:19])([CH3:18])[C:14]([F:17])([F:16])[F:15])=[N:8]2)[CH:6]=[CH:5][CH:4]=[CH:3][CH:2]=1.C(=O)([O-])[O-].[K+].[K+].Cl[C:27]([O:29][C:30]1[CH:35]=[CH:34][CH:33]=[CH:32][CH:31]=1)=[O:28]. The catalyst is C(Cl)Cl. The product is [C:1]1([N:7]2[C:11]([NH:12][C:27](=[O:28])[O:29][C:30]3[CH:35]=[CH:34][CH:33]=[CH:32][CH:31]=3)=[CH:10][C:9]([C:13]([CH3:19])([CH3:18])[C:14]([F:16])([F:17])[F:15])=[N:8]2)[CH:2]=[CH:3][CH:4]=[CH:5][CH:6]=1. The yield is 0.870. (3) The catalyst is C(#N)C. The reactants are [CH2:1]([N:8]([C:10]([NH:12][C:13]1[CH:14]=[N:15][N:16]([CH2:18][C:19]2[C:20]([CH3:25])=[N:21][O:22][C:23]=2[CH3:24])[CH:17]=1)=[O:11])[NH2:9])[C:2]1[CH:7]=[CH:6][CH:5]=[CH:4][CH:3]=1.Cl[C:27](OCC)=[O:28].C(N(CC)CC)C.[OH-].[Na+]. The product is [CH2:1]([N:8]1[C:10](=[O:11])[N:12]([C:13]2[CH:14]=[N:15][N:16]([CH2:18][C:19]3[C:20]([CH3:25])=[N:21][O:22][C:23]=3[CH3:24])[CH:17]=2)[C:27](=[O:28])[NH:9]1)[C:2]1[CH:7]=[CH:6][CH:5]=[CH:4][CH:3]=1. The yield is 0.600. (4) The reactants are [Mg+2].[Br-].[Br-].CCOCC.C(N(C(C)C)CC)(C)C.[C:18]([C:21]1[CH2:25][CH2:24][C@H:23]([OH:26])[CH:22]=1)([CH3:20])=[CH2:19].C[O:28][C:29](=O)[CH:30]=[CH2:31]. The catalyst is C(Cl)Cl. The product is [CH3:19][C:18]1[CH2:20][CH2:31][C@@H:30]2[C@@H:22]3[C:21]=1[CH2:25][CH2:24][C@@H:23]3[O:26][C:29]2=[O:28]. The yield is 0.740.